Dataset: Reaction yield outcomes from USPTO patents with 853,638 reactions. Task: Predict the reaction yield, written as a fraction of the theoretical maximum amount of product (1.0 means a 100% yield; for example, 0.34 means a 34% yield). (1) The reactants are [CH3:1][O:2][C:3]1[CH:27]=[CH:26][C:6]([CH2:7][N:8]2[CH:17]=[C:16]3[C:10]([N:11]([CH2:22][CH2:23][O:24][CH3:25])[CH2:12][CH2:13][C:14]4[S:20][C:19]([NH2:21])=[N:18][C:15]=43)=[N:9]2)=[CH:5][CH:4]=1.Cl[C:29]1[N:34]=[C:33]([CH3:35])[C:32]([F:36])=[CH:31][N:30]=1.C([O-])([O-])=O.[Cs+].[Cs+].CC1(C)C2C(=C(P(C3C=CC=CC=3)C3C=CC=CC=3)C=CC=2)OC2C(P(C3C=CC=CC=3)C3C=CC=CC=3)=CC=CC1=2. The catalyst is O1CCOCC1.O.CCOC(C)=O.CC([O-])=O.CC([O-])=O.[Pd+2]. The product is [F:36][C:32]1[C:33]([CH3:35])=[N:34][C:29]([NH:21][C:19]2[S:20][C:14]3[CH2:13][CH2:12][N:11]([CH2:22][CH2:23][O:24][CH3:25])[C:10]4=[N:9][N:8]([CH2:7][C:6]5[CH:5]=[CH:4][C:3]([O:2][CH3:1])=[CH:27][CH:26]=5)[CH:17]=[C:16]4[C:15]=3[N:18]=2)=[N:30][CH:31]=1. The yield is 0.540. (2) The reactants are [CH3:1][O:2][C:3]1[CH:4]=[C:5]2[C:9](=[CH:10][CH:11]=1)[N:8]([CH3:12])[CH:7]=[C:6]2[C:13]1[N:23]([CH2:24][O:25][CH2:26][CH2:27][Si:28]([CH3:31])([CH3:30])[CH3:29])[C:16]2=[N:17][CH:18]=[C:19]([CH:21]=[O:22])[N:20]=[C:15]2[CH:14]=1.[BH4-].[Na+]. The catalyst is O1CCOCC1.CCO. The product is [CH3:1][O:2][C:3]1[CH:4]=[C:5]2[C:9](=[CH:10][CH:11]=1)[N:8]([CH3:12])[CH:7]=[C:6]2[C:13]1[N:23]([CH2:24][O:25][CH2:26][CH2:27][Si:28]([CH3:29])([CH3:31])[CH3:30])[C:16]2=[N:17][CH:18]=[C:19]([CH2:21][OH:22])[N:20]=[C:15]2[CH:14]=1. The yield is 0.630.